This data is from NCI-60 drug combinations with 297,098 pairs across 59 cell lines. The task is: Regression. Given two drug SMILES strings and cell line genomic features, predict the synergy score measuring deviation from expected non-interaction effect. (1) Drug 1: C1=CC(=CC=C1CCC2=CNC3=C2C(=O)NC(=N3)N)C(=O)NC(CCC(=O)O)C(=O)O. Drug 2: CN1C(=O)N2C=NC(=C2N=N1)C(=O)N. Cell line: MDA-MB-435. Synergy scores: CSS=10.0, Synergy_ZIP=0.00757, Synergy_Bliss=5.70, Synergy_Loewe=-64.6, Synergy_HSA=-0.995. (2) Drug 1: C1=CN(C=N1)CC(O)(P(=O)(O)O)P(=O)(O)O. Drug 2: CCN(CC)CCCC(C)NC1=C2C=C(C=CC2=NC3=C1C=CC(=C3)Cl)OC. Cell line: SF-268. Synergy scores: CSS=12.1, Synergy_ZIP=-4.88, Synergy_Bliss=-2.20, Synergy_Loewe=-2.36, Synergy_HSA=-2.32. (3) Drug 1: CC1=C2C(C(=O)C3(C(CC4C(C3C(C(C2(C)C)(CC1OC(=O)C(C(C5=CC=CC=C5)NC(=O)OC(C)(C)C)O)O)OC(=O)C6=CC=CC=C6)(CO4)OC(=O)C)OC)C)OC. Drug 2: CS(=O)(=O)OCCCCOS(=O)(=O)C. Cell line: DU-145. Synergy scores: CSS=28.2, Synergy_ZIP=-4.99, Synergy_Bliss=-9.71, Synergy_Loewe=-22.8, Synergy_HSA=-9.84. (4) Drug 1: C1=NC(=NC(=O)N1C2C(C(C(O2)CO)O)O)N. Drug 2: CN(CCCl)CCCl.Cl. Cell line: CAKI-1. Synergy scores: CSS=40.8, Synergy_ZIP=-5.11, Synergy_Bliss=-4.57, Synergy_Loewe=-5.77, Synergy_HSA=0.913. (5) Drug 1: CC1C(C(CC(O1)OC2CC(CC3=C2C(=C4C(=C3O)C(=O)C5=C(C4=O)C(=CC=C5)OC)O)(C(=O)C)O)N)O.Cl. Drug 2: CN(CC1=CN=C2C(=N1)C(=NC(=N2)N)N)C3=CC=C(C=C3)C(=O)NC(CCC(=O)O)C(=O)O. Cell line: UACC62. Synergy scores: CSS=12.5, Synergy_ZIP=-5.54, Synergy_Bliss=-6.98, Synergy_Loewe=-4.78, Synergy_HSA=-3.46. (6) Drug 1: CNC(=O)C1=CC=CC=C1SC2=CC3=C(C=C2)C(=NN3)C=CC4=CC=CC=N4. Drug 2: CCCCCOC(=O)NC1=NC(=O)N(C=C1F)C2C(C(C(O2)C)O)O. Cell line: SF-295. Synergy scores: CSS=10.7, Synergy_ZIP=-2.83, Synergy_Bliss=1.30, Synergy_Loewe=-2.63, Synergy_HSA=1.95.